Dataset: Reaction yield outcomes from USPTO patents with 853,638 reactions. Task: Predict the reaction yield, written as a fraction of the theoretical maximum amount of product (1.0 means a 100% yield; for example, 0.34 means a 34% yield). The reactants are [Cl:1][C:2]1[CH:8]=[C:7](I)[C:5]([NH2:6])=[C:4]([F:10])[CH:3]=1.[F:11][C:12]1[CH:37]=[CH:36][C:35]([F:38])=[CH:34][C:13]=1[CH2:14][C:15]1[O:19][N:18]=[C:17]([C:20]([NH:22][CH2:23][CH2:24][C:25]#[C:26][Si:27]([CH2:32][CH3:33])([CH2:30][CH3:31])[CH2:28][CH3:29])=[O:21])[CH:16]=1.[Cl-].[Li+].C(=O)([O-])[O-].[Na+].[Na+]. The catalyst is CN(C=O)C.[Cl-].[Na+].O.C1(P([C-]2C=CC=C2)C2C=CC=CC=2)C=CC=CC=1.[C-]1(P(C2C=CC=CC=2)C2C=CC=CC=2)C=CC=C1.[Fe+2].[Pd](Cl)Cl.C(OCC)(=O)C. The product is [Cl:1][C:2]1[CH:8]=[C:7]2[C:5](=[C:4]([F:10])[CH:3]=1)[NH:6][C:26]([Si:27]([CH2:32][CH3:33])([CH2:30][CH3:31])[CH2:28][CH3:29])=[C:25]2[CH2:24][CH2:23][NH:22][C:20]([C:17]1[CH:16]=[C:15]([CH2:14][C:13]2[CH:34]=[C:35]([F:38])[CH:36]=[CH:37][C:12]=2[F:11])[O:19][N:18]=1)=[O:21]. The yield is 0.250.